Dataset: KCNQ2 potassium channel screen with 302,405 compounds. Task: Binary Classification. Given a drug SMILES string, predict its activity (active/inactive) in a high-throughput screening assay against a specified biological target. (1) The result is 0 (inactive). The drug is S(=O)(=O)(N(CC1OCCOC1)Cc1cc2c([nH]c1=O)cc(OC)cc2)c1ccc(OC)cc1. (2) The drug is Clc1cc(NC(=O)Nc2ccc(OC)cc2)ccc1F. The result is 0 (inactive). (3) The drug is O(c1cc(Nc2nc(N)c(cn2)C#N)ccc1)C. The result is 0 (inactive). (4) The compound is Clc1c(N2CCN(CC2)C(=O)C)ccc(NC(=O)c2cc([N+]([O-])=O)c(N3CCCC3)cc2)c1. The result is 0 (inactive). (5) The compound is S(c1nc(nc2c1cc(F)cc2)c1ccc(F)cc1)CC(OC(C)C)=O. The result is 0 (inactive). (6) The drug is Clc1c(CNC(=O)CNS(=O)(=O)c2c(n(c(c2C(OCC)=O)C)C)C)cccc1. The result is 0 (inactive). (7) The drug is o1nc(nc1C1CCCN(C1)C(=O)c1cc(ccc1)C)c1oc(cc1)C. The result is 0 (inactive). (8) The molecule is S(=O)(=O)(N1CCCCC1)c1ccc(NC(=O)COC(=O)COc2c([N+]([O-])=O)cccc2)cc1. The result is 0 (inactive). (9) The molecule is Fc1ccc(N2C(=O)/C(=C\Nc3c(N4CCCC4)cccc3)C(=O)NC2=O)cc1. The result is 0 (inactive). (10) The molecule is S=C1N(C2CC2)C(C(=O)N1c1ccc(OCC)cc1)CC(=O)Nc1ccc(OCC)cc1. The result is 0 (inactive).